This data is from Peptide-MHC class II binding affinity with 134,281 pairs from IEDB. The task is: Regression. Given a peptide amino acid sequence and an MHC pseudo amino acid sequence, predict their binding affinity value. This is MHC class II binding data. (1) The peptide sequence is WGGSYIALDSGRGNW. The MHC is DRB1_0101 with pseudo-sequence DRB1_0101. The binding affinity (normalized) is 0.839. (2) The peptide sequence is HCNEMSWIQSIPFVH. The MHC is HLA-DQA10301-DQB10302 with pseudo-sequence HLA-DQA10301-DQB10302. The binding affinity (normalized) is 0.230. (3) The peptide sequence is EVDQTKIQYVIRAQL. The MHC is DRB1_0404 with pseudo-sequence DRB1_0404. The binding affinity (normalized) is 0.0789. (4) The binding affinity (normalized) is 0.778. The peptide sequence is QVPLVQQQQFLGQQQPFPPQ. The MHC is DRB4_0101 with pseudo-sequence DRB4_0103.